This data is from Reaction yield outcomes from USPTO patents with 853,638 reactions. The task is: Predict the reaction yield, written as a fraction of the theoretical maximum amount of product (1.0 means a 100% yield; for example, 0.34 means a 34% yield). The reactants are [Cl:1][C:2]1[CH:3]=[CH:4][C:5]([O:8][CH:9]2[CH2:14][CH2:13][NH:12][CH2:11][CH2:10]2)=[N:6][CH:7]=1.CCN(C(C)C)C(C)C.[O:24]=[C:25]1[NH:29][N:28]=[C:27]([CH2:30][CH2:31][CH2:32][S:33](Cl)(=[O:35])=[O:34])[NH:26]1. The catalyst is C1COCC1. The product is [Cl:1][C:2]1[CH:3]=[CH:4][C:5]([O:8][CH:9]2[CH2:14][CH2:13][N:12]([S:33]([CH2:32][CH2:31][CH2:30][C:27]3[NH:26][C:25](=[O:24])[NH:29][N:28]=3)(=[O:34])=[O:35])[CH2:11][CH2:10]2)=[N:6][CH:7]=1. The yield is 0.680.